Dataset: CYP2C19 inhibition data for predicting drug metabolism from PubChem BioAssay. Task: Regression/Classification. Given a drug SMILES string, predict its absorption, distribution, metabolism, or excretion properties. Task type varies by dataset: regression for continuous measurements (e.g., permeability, clearance, half-life) or binary classification for categorical outcomes (e.g., BBB penetration, CYP inhibition). Dataset: cyp2c19_veith. (1) The compound is O=C(c1ccccc1Nc1ccc(SC(F)F)cc1)N1CCCCC1. The result is 1 (inhibitor). (2) The molecule is COc1ccccc1CN1CCC2(CC1)CCN(S(C)(=O)=O)CC2. The result is 0 (non-inhibitor). (3) The drug is c1cncc(-c2nccc(-n3ccnc3)n2)c1. The result is 0 (non-inhibitor). (4) The molecule is COCC(=O)N1CCC2(CCCN(C(c3ccccc3)c3ccccc3)C2)CC1. The result is 0 (non-inhibitor). (5) The compound is O=C(NCC1CCCO1)C1CCN(S(=O)(=O)N2CCCC2)CC1. The result is 0 (non-inhibitor). (6) The drug is Cc1ccc(NS(=O)(=O)c2cc(C(=O)NCc3ccccn3)ccc2Cl)cc1C. The result is 1 (inhibitor). (7) The drug is CCc1c2c(nc3cccc(C(C)C)c13)-c1cccc(=O)n1C2. The result is 0 (non-inhibitor). (8) The molecule is COCc1nnc(NC(=O)c2ccc(S(=O)(=O)N3CCCCCC3)cc2)o1. The result is 0 (non-inhibitor).